From a dataset of Experimentally validated miRNA-target interactions with 360,000+ pairs, plus equal number of negative samples. Binary Classification. Given a miRNA mature sequence and a target amino acid sequence, predict their likelihood of interaction. (1) The miRNA is hsa-miR-1245b-3p with sequence UCAGAUGAUCUAAAGGCCUAUA. The protein sequence of the target gene is MSTNENANLPAARLNRFKNKGKDSTEMRRRRIEVNVELRKAKKDEQMLKRRNVSSFPDDATSPLQENRNNQGTVNWSVEDIVKGINSNNLESQLQATQAARKLLSREKQPPIDNIIRAGLIPKFVSFLGKTDCSPIQFESAWALTNIASGTSEQTKAVVDGGAIPAFISLLASPHAHISEQAVWALGNIAGDGSAFRDLVIKHGAIDPLLALLAVPDLSTLACGYLRNLTWTLSNLCRNKNPAPPLDAVEQILPTLVRLLHHNDPEVLADSCWAISYLTDGPNERIEMVVKKGVVPQLVK.... Result: 0 (no interaction). (2) The miRNA is hsa-miR-600 with sequence ACUUACAGACAAGAGCCUUGCUC. The protein sequence of the target gene is MGLRAGGTLGRAGAGRGAPEGPGPSGGAQGGSIHSGRIAAVHNVPLSVLIRPLPSVLDPAKVQSLVDTIREDPDSVPPIDVLWIKGAQGGDYFYSFGGCHRYAAYQQLQRETIPAKLVQSTLSDLRVYLGASTPDLQ. Result: 1 (interaction). (3) The miRNA is cel-miR-355-5p with sequence UUUGUUUUAGCCUGAGCUAUG. The protein sequence of the target gene is MSSHKTFRIKRFLAKKQKQNRPIPQWIRMKTGNKIRYNSKRRHWRRTKLGL. Result: 0 (no interaction). (4) The miRNA is hsa-miR-6131 with sequence GGCUGGUCAGAUGGGAGUG. The protein sequence of the target gene is MKTLMRHGLAVCLALTTMCTSLLLVYSSLGGQKERPPQQQQQQQQQQQQASATGSSQPAAESSTQQRPGVPAGPRPLDGYLGVADHKPLKMHCRDCALVTSSGHLLHSRQGSQIDQTECVIRMNDAPTRGYGRDVGNRTSLRVIAHSSIQRILRNRHDLLNVSQGTVFIFWGPSSYMRRDGKGQVYNNLHLLSQVLPRLKAFMITRHKMLQFDELFKQETGKDRKISNTWLSTGWFTMTIALELCDRINVYGMVPPDFCRDPNHPSVPYHYYEPFGPDECTMYLSHERGRKGSHHRFITE.... Result: 0 (no interaction). (5) The miRNA is hsa-miR-215-5p with sequence AUGACCUAUGAAUUGACAGAC. The protein sequence of the target gene is MLSATPLYGNVHSWMNSERVRMCGASEDRKILVNDGDASKARLELREENPLNHNVVDASTAHRIDGLAALSMDRTGLIREGLRVPGNIVYSSLCGLGSEKGREAATSTLGGLGFSSERNPEMQFKPNTPETVEASAVSGKPPNGFSAIYKTPPGIQKSAVATAEALGLDRPASDKQSPLNINGASYLRLPWVNPYMEGATPAIYPFLDSPNKYSLNMYKALLPQQSYSLAQPLYSPVCTNGERFLYLPPPHYVGPHIPSSLASPMRLSTPSASPAIPPLVHCADKSLPWKMGVSPGNPVD.... Result: 1 (interaction). (6) The miRNA is dme-miR-124-3p with sequence UAAGGCACGCGGUGAAUGCCAAG. The protein sequence of the target gene is MSHQGKKSIPHITSDRLLIRGGRIINDDQSFYADVYLEDGLIKQIGENLIVPGGVKTIEANGRMVIPGGIDVNTYLQKPSQGMTSADDFFQGTKAALAGGTTMIIDHVVPEPGSSLLTSFEKWHEAADTKSCCDYSLHVDITSWYDGVREELEVLVQDKGVNSFQVYMAYKDLYQMSDSQLYEAFTFLKGLGAVILVHAENGDLIAQEQKRILEMGITGPEGHALSRPEELEAEAVFRAIAIAGRINCPVYITKVMSKSAADIIALARKKGPLVFGEPIAASLGTDGTHYWSKNWAKAAA.... Result: 0 (no interaction).